Dataset: Retrosynthesis with 50K atom-mapped reactions and 10 reaction types from USPTO. Task: Predict the reactants needed to synthesize the given product. (1) The reactants are: Cc1ncc(-c2nc(Br)ncc2F)n1C1CCOCC1.NC1CCN(Cc2ccccc2)CC1. Given the product Cc1ncc(-c2nc(NC3CCN(Cc4ccccc4)CC3)ncc2F)n1C1CCOCC1, predict the reactants needed to synthesize it. (2) The reactants are: C[C@@H]1C[C@H](CCC2(C)OCCO2)C(=O)N1Cc1ccccc1. Given the product C[C@@H]1C[C@H](CCC2(C)OCCO2)C(=O)N1, predict the reactants needed to synthesize it. (3) Given the product CCn1cc(C(F)(F)F)c(=O)[nH]c1=O, predict the reactants needed to synthesize it. The reactants are: CCI.O=c1[nH]cc(C(F)(F)F)c(=O)[nH]1. (4) Given the product CC(C)(C)OC(=O)N1CC[C@@H](CNc2ncc3[nH]c(=O)n(Cc4cc(Br)ccc4Cl)c3n2)C1, predict the reactants needed to synthesize it. The reactants are: CC(C)(C)OC(=O)N1CC[C@@H](CNc2ncc(N)c(NCc3cc(Br)ccc3Cl)n2)C1.O=C(n1ccnc1)n1ccnc1. (5) Given the product Cc1ccc(S(=O)(=O)OCC2Cc3ccc4c(c3O2)CCCC4)cc1, predict the reactants needed to synthesize it. The reactants are: Cc1ccc(S(=O)(=O)Cl)cc1.OCC1Cc2ccc3c(c2O1)CCCC3. (6) Given the product N#Cc1cc(Br)cc(Oc2cccc(-c3c(Cc4ccccc4)cnc4c(Cl)cccc34)c2)c1, predict the reactants needed to synthesize it. The reactants are: N#Cc1cc(F)cc(Br)c1.Oc1cccc(-c2c(Cc3ccccc3)cnc3c(Cl)cccc23)c1.